From a dataset of Full USPTO retrosynthesis dataset with 1.9M reactions from patents (1976-2016). Predict the reactants needed to synthesize the given product. (1) Given the product [ClH:65].[C:1]([C:5]1[CH:6]=[C:7]([NH:56][S:57]([CH3:60])(=[O:58])=[O:59])[C:8]([O:54][CH3:55])=[C:9]([NH:11][C:12](=[O:53])[NH:13][C:14]2[C:23]3[C:18](=[CH:19][CH:20]=[CH:21][CH:22]=3)[C:17]([O:24][C:25]3[CH:30]=[CH:29][N:28]=[C:27]([NH:31][C:32]4[CH:50]=[CH:49][C:35]([C:36]([NH:38][CH2:39][CH2:40][CH2:41][CH2:42][CH2:43][CH2:44][C:45]([OH:47])=[O:46])=[O:37])=[C:34]([O:51][CH3:52])[CH:33]=4)[CH:26]=3)=[CH:16][CH:15]=2)[CH:10]=1)([CH3:4])([CH3:2])[CH3:3], predict the reactants needed to synthesize it. The reactants are: [C:1]([C:5]1[CH:6]=[C:7]([NH:56][S:57]([CH3:60])(=[O:59])=[O:58])[C:8]([O:54][CH3:55])=[C:9]([NH:11][C:12](=[O:53])[NH:13][C:14]2[C:23]3[C:18](=[CH:19][CH:20]=[CH:21][CH:22]=3)[C:17]([O:24][C:25]3[CH:30]=[CH:29][N:28]=[C:27]([NH:31][C:32]4[CH:50]=[CH:49][C:35]([C:36]([NH:38][CH2:39][CH2:40][CH2:41][CH2:42][CH2:43][CH2:44][C:45]([O:47]C)=[O:46])=[O:37])=[C:34]([O:51][CH3:52])[CH:33]=4)[CH:26]=3)=[CH:16][CH:15]=2)[CH:10]=1)([CH3:4])([CH3:3])[CH3:2].[OH-].[Na+].CO.[ClH:65]. (2) Given the product [F:30][C:9]([F:8])([F:29])[C:10]([N:12]1[CH2:28][CH2:27][C:15]2([CH2:19][NH:18][CH2:17][CH2:16]2)[CH2:14][CH2:13]1)=[O:11], predict the reactants needed to synthesize it. The reactants are: C(O)(C(F)(F)F)=O.[F:8][C:9]([F:30])([F:29])[C:10]([N:12]1[CH2:28][CH2:27][C:15]2([CH2:19][N:18](C(OC(C)(C)C)=O)[CH2:17][CH2:16]2)[CH2:14][CH2:13]1)=[O:11]. (3) Given the product [CH2:1]([C@H:8]1[CH2:12][O:11][C:10](=[O:13])[N:9]1[C:25]([C@@H:20]1[CH2:21][CH2:22][CH2:23][CH2:24][O:19]1)=[O:26])[C:2]1[CH:3]=[CH:4][CH:5]=[CH:6][CH:7]=1.[CH2:1]([C@H:8]1[CH2:12][O:11][C:10](=[O:13])[N:9]1[C:25]([C@H:20]1[CH2:21][CH2:22][CH2:23][CH2:24][O:19]1)=[O:26])[C:2]1[CH:3]=[CH:4][CH:5]=[CH:6][CH:7]=1, predict the reactants needed to synthesize it. The reactants are: [CH2:1]([C@H:8]1[CH2:12][O:11][C:10](=[O:13])[NH:9]1)[C:2]1[CH:7]=[CH:6][CH:5]=[CH:4][CH:3]=1.C([Li])CCC.[O:19]1[CH2:24][CH2:23][CH2:22][CH2:21][CH:20]1[C:25](Cl)=[O:26].[NH4+].[Cl-].